From a dataset of CYP2C19 inhibition data for predicting drug metabolism from PubChem BioAssay. Regression/Classification. Given a drug SMILES string, predict its absorption, distribution, metabolism, or excretion properties. Task type varies by dataset: regression for continuous measurements (e.g., permeability, clearance, half-life) or binary classification for categorical outcomes (e.g., BBB penetration, CYP inhibition). Dataset: cyp2c19_veith. (1) The compound is CC1CCN(c2ccc(S(=O)(=O)Nc3cc(C(=O)O)cc(C(=O)O)c3)cc2[N+](=O)[O-])CC1. The result is 1 (inhibitor). (2) The molecule is Cc1nc(NS(=O)(=O)c2ccc(Br)cc2)c2c3c(sc2n1)CCC3. The result is 1 (inhibitor). (3) The drug is C[N+]1(CCCC[N+]2(C)CCCCCCC2)CCCCCCC1. The result is 0 (non-inhibitor). (4) The compound is Cc1cccc(Nc2ccncc2S(=O)(=O)NC(=O)NC(C)C)c1. The result is 0 (non-inhibitor). (5) The compound is COCCn1c(=O)c(-c2ccccc2)nc2cnc(N3CCNCC3)nc21. The result is 0 (non-inhibitor). (6) The molecule is Cn1c(=O)c2[nH]c(SCCN3CCOCC3)nc2n(C)c1=S. The result is 0 (non-inhibitor). (7) The compound is COCCn1c(=O)c(-c2cn(C)c3ccccc23)nc2cnc(N3CCNCC3)nc21. The result is 0 (non-inhibitor).